Task: Predict the reactants needed to synthesize the given product.. Dataset: Full USPTO retrosynthesis dataset with 1.9M reactions from patents (1976-2016) (1) Given the product [CH3:6][N:4]([CH3:5])/[CH:3]=[CH:18]/[C:17]([C:13]1[CH:14]=[CH:15][CH:16]=[C:11]([C:10]([F:9])([F:20])[F:21])[CH:12]=1)=[O:19], predict the reactants needed to synthesize it. The reactants are: CO[CH:3](OC)[N:4]([CH3:6])[CH3:5].[F:9][C:10]([F:21])([F:20])[C:11]1[CH:12]=[C:13]([C:17](=[O:19])[CH3:18])[CH:14]=[CH:15][CH:16]=1. (2) Given the product [Cl:15][C:16]1[C:17]([C:24]2[CH:25]=[N:26][C:27]([C:30]([F:33])([F:32])[F:31])=[N:28][CH:29]=2)=[CH:18][C:19]([CH2:22][N:35]2[C:36](=[O:43])[C:37]3[C:42](=[CH:41][CH:40]=[CH:39][CH:38]=3)[C:34]2=[O:44])=[N:20][CH:21]=1, predict the reactants needed to synthesize it. The reactants are: CC(OC(/N=N/C(OC(C)C)=O)=O)C.[Cl:15][C:16]1[C:17]([C:24]2[CH:25]=[N:26][C:27]([C:30]([F:33])([F:32])[F:31])=[N:28][CH:29]=2)=[CH:18][C:19]([CH2:22]O)=[N:20][CH:21]=1.[C:34]1(=[O:44])[C:42]2[C:37](=[CH:38][CH:39]=[CH:40][CH:41]=2)[C:36](=[O:43])[NH:35]1.C1C=CC(P(C2C=CC=CC=2)C2C=CC=CC=2)=CC=1. (3) Given the product [CH2:49]([O:56][C:57]([N:59]1[CH2:64][CH2:63][CH:62]([NH:65][C:44](=[O:45])[C:43]([CH3:47])([CH3:48])[CH2:42][C@@H:11]2[CH2:10][C@H:9]([C:6]3[CH:7]=[CH:8][C:3]([O:2][CH3:1])=[CH:4][CH:5]=3)[C@@H:14]([O:15][CH2:16][C:17]3[CH:18]=[CH:19][C:20]4[O:25][CH2:24][CH2:23][N:22]([CH2:26][CH2:27][CH2:28][O:29][CH3:30])[C:21]=4[CH:31]=3)[CH2:13][N:12]2[S:32]([C:35]2[CH:36]=[CH:37][C:38]([CH3:41])=[CH:39][CH:40]=2)(=[O:33])=[O:34])[CH2:61][CH2:60]1)=[O:58])[C:50]1[CH:55]=[CH:54][CH:53]=[CH:52][CH:51]=1, predict the reactants needed to synthesize it. The reactants are: [CH3:1][O:2][C:3]1[CH:8]=[CH:7][C:6]([C@@H:9]2[C@@H:14]([O:15][CH2:16][C:17]3[CH:18]=[CH:19][C:20]4[O:25][CH2:24][CH2:23][N:22]([CH2:26][CH2:27][CH2:28][O:29][CH3:30])[C:21]=4[CH:31]=3)[CH2:13][N:12]([S:32]([C:35]3[CH:40]=[CH:39][C:38]([CH3:41])=[CH:37][CH:36]=3)(=[O:34])=[O:33])[C@H:11]([CH2:42][C:43]([CH3:48])([CH3:47])[C:44](O)=[O:45])[CH2:10]2)=[CH:5][CH:4]=1.[CH2:49]([O:56][C:57]([N:59]1[CH2:64][CH2:63][CH:62]([NH2:65])[CH2:61][CH2:60]1)=[O:58])[C:50]1[CH:55]=[CH:54][CH:53]=[CH:52][CH:51]=1.